From a dataset of Catalyst prediction with 721,799 reactions and 888 catalyst types from USPTO. Predict which catalyst facilitates the given reaction. (1) Reactant: [I-].[Na+].Br[CH2:4][CH2:5][CH2:6][CH:7]=[CH2:8].[P:9]([O:16]CC)([O:13][CH2:14][CH3:15])[O:10][CH2:11][CH3:12].ICCCC=C. Product: [CH2:11]([O:10][P:9]([CH2:4][CH2:5][CH2:6][CH:7]=[CH2:8])(=[O:16])[O:13][CH2:14][CH3:15])[CH3:12]. The catalyst class is: 21. (2) Reactant: C(OC(=O)[NH:7][C:8]1[CH:13]=[C:12]([Cl:14])[C:11]([C:15]2[S:16][C:17]3[C:18]([NH:24][C:25]4[CH:30]=[C:29]([CH3:31])[N:28]=[CH:27][N:26]=4)=[N:19][CH:20]=[CH:21][C:22]=3[N:23]=2)=[C:10]([Cl:32])[CH:9]=1)(C)(C)C. Product: [NH2:7][C:8]1[CH:9]=[C:10]([Cl:32])[C:11]([C:15]2[S:16][C:17]3[C:18]([NH:24][C:25]4[CH:30]=[C:29]([CH3:31])[N:28]=[CH:27][N:26]=4)=[N:19][CH:20]=[CH:21][C:22]=3[N:23]=2)=[C:12]([Cl:14])[CH:13]=1. The catalyst class is: 89.